Task: Predict the reactants needed to synthesize the given product.. Dataset: Full USPTO retrosynthesis dataset with 1.9M reactions from patents (1976-2016) Given the product [CH3:18][O:17][CH2:16][O:15][C:3]1[CH:4]=[C:5]([O:11][CH2:12][O:13][CH3:14])[CH:6]=[C:7]([CH2:8][O:9][CH3:10])[C:2]=1[CH:27]=[O:28], predict the reactants needed to synthesize it. The reactants are: Br[C:2]1[C:7]([CH2:8][O:9][CH3:10])=[CH:6][C:5]([O:11][CH2:12][O:13][CH3:14])=[CH:4][C:3]=1[O:15][CH2:16][O:17][CH3:18].[Li]CCCC.CN([CH:27]=[O:28])C.